Dataset: Reaction yield outcomes from USPTO patents with 853,638 reactions. Task: Predict the reaction yield, written as a fraction of the theoretical maximum amount of product (1.0 means a 100% yield; for example, 0.34 means a 34% yield). (1) The reactants are [C:1]([O:5][C:6]([N:8]1[CH:12]=[CH:11][CH:10]=[C:9]1[C@@H:13]([OH:41])[C@@H:14]([N:24]([CH2:33][C:34]1[CH:39]=[CH:38][CH:37]=[CH:36][C:35]=1[CH3:40])[CH2:25][C:26]1[CH:31]=[CH:30][CH:29]=[CH:28][C:27]=1[CH3:32])[CH2:15][C:16]1[CH:21]=[C:20]([F:22])[CH:19]=[C:18]([F:23])[CH:17]=1)=[O:7])([CH3:4])([CH3:3])[CH3:2].[H][H]. The catalyst is [Pt].CO. The product is [C:1]([O:5][C:6]([N:8]1[CH2:12][CH2:11][CH2:10][C@@H:9]1[C@@H:13]([OH:41])[C@@H:14]([N:24]([CH2:33][C:34]1[CH:39]=[CH:38][CH:37]=[CH:36][C:35]=1[CH3:40])[CH2:25][C:26]1[CH:31]=[CH:30][CH:29]=[CH:28][C:27]=1[CH3:32])[CH2:15][C:16]1[CH:21]=[C:20]([F:22])[CH:19]=[C:18]([F:23])[CH:17]=1)=[O:7])([CH3:4])([CH3:3])[CH3:2]. The yield is 0.280. (2) The reactants are CN(C)C=O.[C:6]([C:10]1[CH:20]=[CH:19][C:13]([O:14][CH2:15][C:16]([OH:18])=O)=[CH:12][CH:11]=1)([CH3:9])([CH3:8])[CH3:7].Cl.[NH2:22][CH2:23][C:24]1[CH:29]=[CH:28][C:27]([NH:30][S:31]([CH3:34])(=[O:33])=[O:32])=[C:26]([F:35])[CH:25]=1.Cl.C(N=C=NCCCN(C)C)C. The yield is 0.750. The catalyst is C(N(CC)CC)C. The product is [C:6]([C:10]1[CH:11]=[CH:12][C:13]([O:14][CH2:15][C:16]([NH:22][CH2:23][C:24]2[CH:29]=[CH:28][C:27]([NH:30][S:31]([CH3:34])(=[O:33])=[O:32])=[C:26]([F:35])[CH:25]=2)=[O:18])=[CH:19][CH:20]=1)([CH3:7])([CH3:8])[CH3:9]. (3) The reactants are Cl[CH2:2][C:3]1[CH:12]=[CH:11][C:6]2[O:7][CH2:8][CH2:9][O:10][C:5]=2[CH:4]=1.[C-:13]#[N:14].[Na+].O. The catalyst is CS(C)=O. The product is [O:7]1[CH2:8][CH2:9][O:10][C:5]2[CH:4]=[C:3]([CH2:2][C:13]#[N:14])[CH:12]=[CH:11][C:6]1=2. The yield is 0.860. (4) The reactants are Cl.[NH:2]([C:4]1[CH:9]=[C:8]([C:10]#[N:11])[CH:7]=[CH:6][N:5]=1)[NH2:3].[Cl:12][C:13]1[CH:18]=[CH:17][C:16]([C:19](=O)/[CH:20]=[CH:21]/N(C)C)=[CH:15][C:14]=1[O:26][CH3:27]. No catalyst specified. The product is [Cl:12][C:13]1[CH:18]=[CH:17][C:16]([C:19]2[N:2]([C:4]3[CH:9]=[C:8]([C:10]#[N:11])[CH:7]=[CH:6][N:5]=3)[N:3]=[CH:21][CH:20]=2)=[CH:15][C:14]=1[O:26][CH3:27]. The yield is 0.740. (5) The reactants are Br[C:2]1[CH:3]=[N:4][N:5]([CH3:17])[C:6]=1[C:7]1[CH:8]=[C:9]([C:13]([O:15][CH3:16])=[O:14])[O:10][C:11]=1[CH3:12].[C:18](=O)([O-])[O-].[K+].[K+].CB1OB(C)OB(C)O1. The catalyst is CN(C)C=O.C1C=CC(P(C2C=CC=CC=2)[C-]2C=CC=C2)=CC=1.C1C=CC(P(C2C=CC=CC=2)[C-]2C=CC=C2)=CC=1.Cl[Pd]Cl.[Fe+2]. The product is [CH3:17][N:5]1[C:6]([C:7]2[CH:8]=[C:9]([C:13]([O:15][CH3:16])=[O:14])[O:10][C:11]=2[CH3:12])=[C:2]([CH3:18])[CH:3]=[N:4]1. The yield is 0.590. (6) The reactants are Cl[C:2]1[CH:7]=[C:6]([O:8][CH3:9])[CH:5]=[C:4]([O:10][CH3:11])[CH:3]=1.O. The catalyst is C(OCC)(=O)C. The product is [CH3:9][O:8][C:6]1[CH:7]=[CH:2][CH:3]=[C:4]([O:10][CH3:11])[CH:5]=1. The yield is 0.530. (7) The reactants are CC1N=C(N2CCN(C3C=CC=CC=3)C2=O)SC=1C(OCC)=O.[CH:24]1([CH2:30][N:31]2[CH2:35][CH2:34][N:33]([C:36]3[S:37][C:38]([C:42]([O:44]CC)=[O:43])=[C:39]([CH3:41])[N:40]=3)[C:32]2=[O:47])[CH2:29][CH2:28][CH2:27][CH2:26][CH2:25]1. No catalyst specified. The product is [CH:24]1([CH2:30][N:31]2[CH2:35][CH2:34][N:33]([C:36]3[S:37][C:38]([C:42]([OH:44])=[O:43])=[C:39]([CH3:41])[N:40]=3)[C:32]2=[O:47])[CH2:25][CH2:26][CH2:27][CH2:28][CH2:29]1. The yield is 0.860. (8) The reactants are [F:1][C:2]1[CH:3]=[C:4]([CH:17]=[CH:18][CH:19]=1)[CH2:5][O:6][C:7]1[CH:8]=[C:9]2[C:14](=[CH:15][CH:16]=1)[CH2:13][NH:12][CH2:11][CH2:10]2.C(=O)([O-])[O-].[K+].[K+].Br[CH:27]([CH3:31])[C:28]([NH2:30])=[O:29]. The catalyst is CC(C)=O. The product is [F:1][C:2]1[CH:3]=[C:4]([CH:17]=[CH:18][CH:19]=1)[CH2:5][O:6][C:7]1[CH:8]=[C:9]2[C:14](=[CH:15][CH:16]=1)[CH2:13][N:12]([CH:27]([CH3:31])[C:28]([NH2:30])=[O:29])[CH2:11][CH2:10]2. The yield is 0.740.